From a dataset of Forward reaction prediction with 1.9M reactions from USPTO patents (1976-2016). Predict the product of the given reaction. Given the reactants [C:1]([O:6][CH2:7][C:8]([OH:10])=O)(=[O:5])[C:2]([CH3:4])=[CH2:3].CN(C)C=O.S(Cl)([Cl:18])=O, predict the reaction product. The product is: [C:1]([O:6][CH2:7][C:8]([Cl:18])=[O:10])(=[O:5])[C:2]([CH3:4])=[CH2:3].